Dataset: Catalyst prediction with 721,799 reactions and 888 catalyst types from USPTO. Task: Predict which catalyst facilitates the given reaction. (1) Reactant: [Cl:1][C:2]1[C:7]([C:8](OCC)=[O:9])=[CH:6][N:5]=[C:4]([S:13][CH3:14])[N:3]=1.[H-].C([Al+]CC(C)C)C(C)C.[C@H](O)(C([O-])=O)[C@@H](O)C([O-])=O.[Na+].[K+]. Product: [Cl:1][C:2]1[C:7]([CH2:8][OH:9])=[CH:6][N:5]=[C:4]([S:13][CH3:14])[N:3]=1. The catalyst class is: 2. (2) Reactant: Br[CH2:2][CH2:3][CH:4]([C:9]1[O:10][C:11]2[CH:18]=[C:17]([C:19]([F:22])([F:21])[F:20])[CH:16]=[CH:15][C:12]=2[C:13]=1[CH3:14])[CH2:5][CH2:6][CH2:7][CH3:8].C(=O)([O-])[O-].[Cs+].[Cs+].[SH:29][C:30]1[S:31][C:32]([CH2:36][C:37]([O:39][CH2:40][CH3:41])=[O:38])=[C:33]([CH3:35])[N:34]=1. Product: [CH3:35][C:33]1[N:34]=[C:30]([S:29][CH2:2][CH2:3][CH:4]([C:9]2[O:10][C:11]3[CH:18]=[C:17]([C:19]([F:22])([F:21])[F:20])[CH:16]=[CH:15][C:12]=3[C:13]=2[CH3:14])[CH2:5][CH2:6][CH2:7][CH3:8])[S:31][C:32]=1[CH2:36][C:37]([O:39][CH2:40][CH3:41])=[O:38]. The catalyst class is: 23.